Dataset: Catalyst prediction with 721,799 reactions and 888 catalyst types from USPTO. Task: Predict which catalyst facilitates the given reaction. (1) Reactant: [CH3:1][C:2]1[CH:3]=[C:4]([C:11]2[O:12][CH:13]=[CH:14][N:15]=2)[CH:5]=[CH:6][C:7]=1[N+:8]([O-])=O.C([O-])=O.[NH4+]. Product: [CH3:1][C:2]1[CH:3]=[C:4]([C:11]2[O:12][CH:13]=[CH:14][N:15]=2)[CH:5]=[CH:6][C:7]=1[NH2:8]. The catalyst class is: 43. (2) Reactant: Br[C:2]1[C:3](=[O:10])[N:4]([CH3:9])[N:5]=[C:6]([Cl:8])[CH:7]=1.[CH3:11][N:12]1[CH2:18][CH:17]2[N:19]([C:20]3[CH:21]=[CH:22][C:23]([NH2:26])=[N:24][CH:25]=3)[CH:14]([CH2:15][CH2:16]2)[CH2:13]1.CC1(C)C2C(=C(P(C3C=CC=CC=3)C3C=CC=CC=3)C=CC=2)OC2C(P(C3C=CC=CC=3)C3C=CC=CC=3)=CC=CC1=2.C(=O)([O-])[O-].[Cs+].[Cs+]. Product: [Cl:8][C:6]1[CH:7]=[C:2]([NH:26][C:23]2[CH:22]=[CH:21][C:20]([N:19]3[C@H:14]4[CH2:15][CH2:16][C@@H:17]3[CH2:18][N:12]([CH3:11])[CH2:13]4)=[CH:25][N:24]=2)[C:3](=[O:10])[N:4]([CH3:9])[N:5]=1. The catalyst class is: 62. (3) Reactant: C(=O)([O-])[O-].[K+].[K+].[Br:7][C:8]1[CH:9]=[C:10]2[C:21]3([CH2:26][CH2:25][O:24][C:23]([NH2:27])=[N:22]3)[C:20]3[C:15](=[CH:16][CH:17]=[C:18](I)[CH:19]=3)[O:14][C:11]2=[N:12][CH:13]=1.[F:29][C:30]1[C:35](B(O)O)=[CH:34][CH:33]=[CH:32][N:31]=1. Product: [Br:7][C:8]1[CH:9]=[C:10]2[C:21]3([CH2:26][CH2:25][O:24][C:23]([NH2:27])=[N:22]3)[C:20]3[C:15](=[CH:16][CH:17]=[C:18]([C:35]4[C:30]([F:29])=[N:31][CH:32]=[CH:33][CH:34]=4)[CH:19]=3)[O:14][C:11]2=[N:12][CH:13]=1. The catalyst class is: 38. (4) Reactant: C(OC([NH:11][C@H:12]([C:20]1[NH:24][C:23]2[CH:25]=[CH:26][C:27]([Cl:29])=[CH:28][C:22]=2[N:21]=1)[CH2:13][CH2:14][C:15]1[NH:19][N:18]=[N:17][N:16]=1)=O)C1C=CC=CC=1.I[Si](C)(C)C.CO. Product: [Cl:29][C:27]1[CH:26]=[CH:25][C:23]2[NH:24][C:20]([C@@H:12]([NH2:11])[CH2:13][CH2:14][C:15]3[NH:19][N:18]=[N:17][N:16]=3)=[N:21][C:22]=2[CH:28]=1. The catalyst class is: 4. (5) Reactant: [Cl:1][C:2]1[CH:3]=[CH:4][C:5]([O:33][CH3:34])=[C:6]([C:8]2[C:12]([NH:13][C:14]([C:16]3[CH:17]=[N:18][N:19]4[CH:24]=[CH:23][CH:22]=[N:21][C:20]=34)=[O:15])=[CH:11][N:10]([CH2:25][C:26]([O:28]C(C)(C)C)=[O:27])[N:9]=2)[CH:7]=1.C(O)(C(F)(F)F)=O. Product: [Cl:1][C:2]1[CH:3]=[CH:4][C:5]([O:33][CH3:34])=[C:6]([C:8]2[C:12]([NH:13][C:14]([C:16]3[CH:17]=[N:18][N:19]4[CH:24]=[CH:23][CH:22]=[N:21][C:20]=34)=[O:15])=[CH:11][N:10]([CH2:25][C:26]([OH:28])=[O:27])[N:9]=2)[CH:7]=1. The catalyst class is: 4.